From a dataset of Forward reaction prediction with 1.9M reactions from USPTO patents (1976-2016). Predict the product of the given reaction. (1) Given the reactants O.[C:2]([O:7]C(OC([NH:13][CH2:14][C:15]1([CH2:21][C:22]([OH:24])=[O:23])[CH2:20][CH2:19][CH2:18][CH2:17][CH2:16]1)=O)C)(=[O:6])[CH:3](C)C, predict the reaction product. The product is: [CH:2](=[O:6])[CH3:3].[C:2](=[O:7])=[O:6].[CH2:18]1[CH2:17][CH2:16][C:15]([CH2:14][NH2:13])([CH2:21][C:22]([OH:24])=[O:23])[CH2:20][CH2:19]1. (2) Given the reactants [Br:1][C:2]1[C:11]2[O:10][C:9]([CH3:13])([CH3:12])[C:8](=O)[NH:7][C:6]=2[CH:5]=[CH:4][CH:3]=1.CSC.B.[ClH:19], predict the reaction product. The product is: [ClH:19].[Br:1][C:2]1[C:11]2[O:10][C:9]([CH3:13])([CH3:12])[CH2:8][NH:7][C:6]=2[CH:5]=[CH:4][CH:3]=1. (3) Given the reactants C[O:2][C:3](=[O:25])[CH:4]([N:8]1[C:12](=[O:13])[CH:11]([CH2:14][O:15][CH2:16][C:17]2[CH:22]=[CH:21][C:20]([Br:23])=[CH:19][CH:18]=2)[NH:10][C:9]1=[O:24])[CH:5]([CH3:7])[CH3:6], predict the reaction product. The product is: [Br:23][C:20]1[CH:21]=[CH:22][C:17]([CH2:16][O:15][CH2:14][CH:11]2[C:12](=[O:13])[N:8]([CH:4]([CH:5]([CH3:7])[CH3:6])[C:3]([OH:25])=[O:2])[C:9](=[O:24])[NH:10]2)=[CH:18][CH:19]=1. (4) Given the reactants CN([CH:4]=[C:5]1[C:13](=O)[C:12]2[N:11]([CH3:15])[N:10]=[C:9]([C:16]([O:18][CH2:19][CH3:20])=[O:17])[C:8]=2[C:7]([CH3:22])([CH3:21])[CH2:6]1)C.[Cl:23][C:24]1[CH:25]=[C:26]([NH:37][C:38]([NH2:40])=[NH:39])[CH:27]=[CH:28][C:29]=1[N:30]1[CH2:35][CH2:34][N:33]([CH3:36])[CH2:32][CH2:31]1, predict the reaction product. The product is: [Cl:23][C:24]1[CH:25]=[C:26]([NH:37][C:38]2[N:40]=[CH:4][C:5]3[CH2:6][C:7]([CH3:21])([CH3:22])[C:8]4[C:9]([C:16]([O:18][CH2:19][CH3:20])=[O:17])=[N:10][N:11]([CH3:15])[C:12]=4[C:13]=3[N:39]=2)[CH:27]=[CH:28][C:29]=1[N:30]1[CH2:35][CH2:34][N:33]([CH3:36])[CH2:32][CH2:31]1. (5) Given the reactants [Br:1][C:2]1[CH:3]=[CH:4][C:5]([O:10][CH2:11][CH2:12][CH2:13][CH2:14][CH2:15][CH2:16][CH2:17][CH3:18])=[C:6]([CH:9]=1)[CH:7]=[O:8].[BH4-].[Na+].O.Cl, predict the reaction product. The product is: [Br:1][C:2]1[CH:3]=[CH:4][C:5]([O:10][CH2:11][CH2:12][CH2:13][CH2:14][CH2:15][CH2:16][CH2:17][CH3:18])=[C:6]([CH:9]=1)[CH2:7][OH:8]. (6) Given the reactants O.[NH2:2][NH2:3].[CH2:4]([O:6][C:7](=[O:24])/[C:8](/O)=[CH:9]/[C:10](=O)[C:11]1[CH:16]=[CH:15][C:14]([O:17][C:18]([F:21])([F:20])[F:19])=[CH:13][CH:12]=1)[CH3:5], predict the reaction product. The product is: [CH2:4]([O:6][C:7]([C:8]1[CH:9]=[C:10]([C:11]2[CH:16]=[CH:15][C:14]([O:17][C:18]([F:21])([F:20])[F:19])=[CH:13][CH:12]=2)[NH:3][N:2]=1)=[O:24])[CH3:5]. (7) The product is: [Cl:48][C:46]1[C:45]([CH2:49][C:50]2[CH:51]=[CH:52][C:53]([CH2:56][CH3:57])=[CH:54][CH:55]=2)=[CH:44][C:43]2[C@@:10]3([C@H:40]([O:58][CH3:59])[O:41][C:42]=2[CH:47]=1)[C@H:9]([OH:8])[C@@H:14]([OH:15])[C@H:13]([OH:23])[C@@H:12]([CH2:31][OH:32])[O:11]3. Given the reactants C([O:8][C@@H:9]1[C@@H:14]([O:15]CC2C=CC=CC=2)[C@H:13]([O:23]CC2C=CC=CC=2)[C@@H:12]([CH2:31][O:32]CC2C=CC=CC=2)[O:11][C@:10]21[C:43]1[CH:44]=[C:45]([CH2:49][C:50]3[CH:55]=[CH:54][C:53]([CH2:56][CH3:57])=[CH:52][CH:51]=3)[C:46]([Cl:48])=[CH:47][C:42]=1[O:41][C@H:40]2[O:58][CH3:59])C1C=CC=CC=1.ClC1C=CC=CC=1Cl.[H][H], predict the reaction product.